Dataset: Catalyst prediction with 721,799 reactions and 888 catalyst types from USPTO. Task: Predict which catalyst facilitates the given reaction. Reactant: [Cl:1][C:2]1[CH:3]=[C:4]2[C:10]([C:11]3[N:16]=[C:15]([NH:17][C@H:18]4[CH2:23][CH2:22][CH2:21][C@@H:20]([NH2:24])[CH2:19]4)[C:14]([F:25])=[CH:13][N:12]=3)=[CH:9][NH:8][C:5]2=[N:6][CH:7]=1.[CH3:26][N:27]([CH2:35][CH:36]=O)[C:28](=[O:34])[O:29][C:30]([CH3:33])([CH3:32])[CH3:31].C(N(C(C)C)CC)(C)C.C(O[BH-](OC(=O)C)OC(=O)C)(=O)C.[Na+]. Product: [Cl:1][C:2]1[CH:3]=[C:4]2[C:10]([C:11]3[N:16]=[C:15]([NH:17][C@H:18]4[CH2:23][CH2:22][CH2:21][C@@H:20]([NH:24][CH2:36][CH2:35][N:27]([CH3:26])[C:28](=[O:34])[O:29][C:30]([CH3:32])([CH3:31])[CH3:33])[CH2:19]4)[C:14]([F:25])=[CH:13][N:12]=3)=[CH:9][NH:8][C:5]2=[N:6][CH:7]=1. The catalyst class is: 242.